From a dataset of Full USPTO retrosynthesis dataset with 1.9M reactions from patents (1976-2016). Predict the reactants needed to synthesize the given product. (1) Given the product [CH2:1]([O:8][CH2:9][CH2:10][CH2:11][CH2:12][CH2:13][CH2:14][CH2:15][CH:16]=[O:17])[CH2:2][CH2:3][CH2:4][CH2:5][CH2:6][CH3:7], predict the reactants needed to synthesize it. The reactants are: [CH2:1]([O:8][CH2:9][CH2:10][CH2:11][CH2:12][CH2:13][CH2:14][CH2:15][CH2:16][OH:17])[CH2:2][CH2:3][CH2:4][CH2:5][CH2:6][CH3:7].CC1(C)N([O])C(C)(C)CCC1.C(=O)(O)[O-].[Na+].[Cl-].[Na+]. (2) Given the product [C:1]([C:5]1[N:9]([CH2:10][CH2:11][C:12]2[CH:17]=[CH:16][CH:15]=[CH:14][CH:13]=2)[C:8]([CH3:18])=[C:7]([C:19]([O:21][CH2:22][CH3:23])=[O:20])[C:6]=1[CH3:24])([CH3:4])([CH3:3])[CH3:2], predict the reactants needed to synthesize it. The reactants are: [C:1]([C:5]1[N:9]([CH2:10][CH2:11][C:12]2[CH:17]=[CH:16][CH:15]=[CH:14][CH:13]=2)[C:8]([CH3:18])=[C:7]([C:19]([O:21][CH2:22][CH3:23])=[O:20])[C:6]=1[CH:24]=O)([CH3:4])([CH3:3])[CH3:2].C([SiH](CC)CC)C. (3) Given the product [Cl:8][C:5]1[CH:4]=[C:3]([CH3:9])[C:2]([NH2:29])=[CH:7][N:6]=1, predict the reactants needed to synthesize it. The reactants are: Br[C:2]1[C:3]([CH3:9])=[CH:4][C:5]([Cl:8])=[N:6][CH:7]=1.C(=O)([O-])[O-].[Cs+].[Cs+].C(=[NH:29])(C1C=CC=CC=1)C1C=CC=CC=1.C1(P(C2C=CC=CC=2)C2C=CC3C(=CC=CC=3)C=2C2C3C(=CC=CC=3)C=CC=2P(C2C=CC=CC=2)C2C=CC=CC=2)C=CC=CC=1. (4) The reactants are: [O:1]1[C:5]2([CH2:10][CH2:9][CH:8]([CH2:11][OH:12])[CH2:7][CH2:6]2)[O:4][CH2:3][CH2:2]1.N1C=CN=C1.[Si:18](Cl)([C:21]([CH3:24])([CH3:23])[CH3:22])([CH3:20])[CH3:19]. Given the product [O:1]1[C:5]2([CH2:10][CH2:9][CH:8]([CH2:11][O:12][Si:18]([C:21]([CH3:24])([CH3:23])[CH3:22])([CH3:20])[CH3:19])[CH2:7][CH2:6]2)[O:4][CH2:3][CH2:2]1, predict the reactants needed to synthesize it. (5) Given the product [OH:1][C@@H:2]1[C@H:6]([OH:7])[C@@H:5]([CH2:8][OH:9])[CH2:4][C@H:3]1[N:10]1[CH:19]=[CH:18][C:17]2[C:12](=[CH:13][C:14]([F:21])=[C:15]([S:24][CH3:23])[CH:16]=2)[C:11]1=[O:22], predict the reactants needed to synthesize it. The reactants are: [OH:1][C@@H:2]1[C@H:6]([OH:7])[C@@H:5]([CH2:8][OH:9])[CH2:4][C@H:3]1[N:10]1[CH:19]=[CH:18][C:17]2[C:12](=[CH:13][C:14]([F:21])=[C:15](F)[CH:16]=2)[C:11]1=[O:22].[CH3:23][S-:24].[Na+]. (6) The reactants are: CC1C=CC(S(O[CH2:12][CH:13]2[CH2:22][CH2:21][C:20]3[C:15](=[CH:16][C:17]([S:23]([CH3:26])(=[O:25])=[O:24])=[CH:18][CH:19]=3)[O:14]2)(=O)=O)=CC=1.[NH:27]1[CH2:31][CH2:30][CH2:29][CH2:28]1. Given the product [CH3:26][S:23]([C:17]1[CH:16]=[C:15]2[C:20]([CH2:21][CH2:22][CH:13]([CH2:12][N:27]3[CH2:31][CH2:30][CH2:29][CH2:28]3)[O:14]2)=[CH:19][CH:18]=1)(=[O:24])=[O:25], predict the reactants needed to synthesize it. (7) Given the product [NH2:15][C:14]1[CH:16]=[CH:17][C:18]([O:19][C:8]2[CH:7]=[CH:6][C:3]([C:4]#[N:5])=[C:2]([F:1])[CH:9]=2)=[C:12]([Cl:11])[CH:13]=1, predict the reactants needed to synthesize it. The reactants are: [F:1][C:2]1[CH:9]=[C:8](F)[CH:7]=[CH:6][C:3]=1[C:4]#[N:5].[Cl:11][C:12]1[CH:13]=[C:14]([CH:16]=[CH:17][C:18]=1[OH:19])[NH2:15].C(=O)([O-])[O-].[K+].[K+].C(OCC)(=O)C. (8) Given the product [NH2:16][C:11]1[CH:12]=[N:13][N:14]([CH3:15])[C:10]=1[C:2]12[O:6][CH:7]([CH2:8][CH2:9]1)[CH:5]([OH:22])[CH2:4][CH2:3]2, predict the reactants needed to synthesize it. The reactants are: F[C:2]1([C:10]2[N:14]([CH3:15])[N:13]=[CH:12][C:11]=2[N+:16]([O-])=O)[CH2:9][CH2:8][CH:7]2[CH:5]([O:6]2)[CH2:4][CH2:3]1.C1C[O:22]CC1. (9) Given the product [CH:1]1([CH2:7][CH2:8][CH2:9][O:10][C:11]2[CH:16]=[CH:15][N:14]([CH2:17][CH2:18][C:19]([CH3:27])([S:23]([CH3:26])(=[O:25])=[O:24])[C:20]([NH:43][O:42][CH:37]3[CH2:38][CH2:39][CH2:40][CH2:41][O:36]3)=[O:21])[C:13](=[O:28])[CH:12]=2)[CH2:2][CH2:3][CH2:4][CH2:5][CH2:6]1, predict the reactants needed to synthesize it. The reactants are: [CH:1]1([CH2:7][CH2:8][CH2:9][O:10][C:11]2[CH:16]=[CH:15][N:14]([CH2:17][CH2:18][C:19]([CH3:27])([S:23]([CH3:26])(=[O:25])=[O:24])[C:20](O)=[O:21])[C:13](=[O:28])[CH:12]=2)[CH2:6][CH2:5][CH2:4][CH2:3][CH2:2]1.CN1CCOCC1.[O:36]1[CH2:41][CH2:40][CH2:39][CH2:38][CH:37]1[O:42][NH2:43]. (10) Given the product [C:33]1([C:32]2[NH:39][C:3]([C:4]3[CH:9]=[CH:8][N:7]=[C:6]([NH:10][C:11](=[O:17])[O:12][C:13]([CH3:16])([CH3:15])[CH3:14])[CH:5]=3)=[C:2]([C:18]3[CH:23]=[CH:22][N:21]=[CH:20][CH:19]=3)[N:40]=2)[CH:38]=[CH:37][CH:36]=[CH:35][CH:34]=1, predict the reactants needed to synthesize it. The reactants are: O=[C:2]([C:18]1[CH:23]=[CH:22][N:21]=[CH:20][CH:19]=1)[CH2:3][C:4]1[CH:9]=[CH:8][N:7]=[C:6]([NH:10][C:11](=[O:17])[O:12][C:13]([CH3:16])([CH3:15])[CH3:14])[CH:5]=1.BrN1C(=O)CCC1=O.[C:32]([NH2:40])(=[NH:39])[C:33]1[CH:38]=[CH:37][CH:36]=[CH:35][CH:34]=1.